Dataset: Reaction yield outcomes from USPTO patents with 853,638 reactions. Task: Predict the reaction yield, written as a fraction of the theoretical maximum amount of product (1.0 means a 100% yield; for example, 0.34 means a 34% yield). (1) The catalyst is O1CCCC1.C(O)C. The product is [NH2:14][C:12]1[CH:11]=[CH:10][C:9]([F:17])=[C:8]([C:4]2[C:3]([C:18]#[N:19])=[C:2]([F:1])[CH:7]=[CH:6][CH:5]=2)[CH:13]=1. The yield is 1.00. The reactants are [F:1][C:2]1[CH:7]=[CH:6][CH:5]=[C:4]([C:8]2[CH:13]=[C:12]([N+:14]([O-])=O)[CH:11]=[CH:10][C:9]=2[F:17])[C:3]=1[C:18]#[N:19].O.O.[Sn](Cl)Cl. (2) The reactants are Br[C@H:2]1[CH2:6][CH2:5][N:4]([C:7]([O:9][C:10]([CH3:13])([CH3:12])[CH3:11])=[O:8])[CH2:3]1.C(=O)([O-])[O-].[K+].[K+].[O:20]1[CH:24]=[CH:23][CH:22]=[C:21]1[C:25]1[NH:29][N:28]=[C:27]([C:30]([F:33])([F:32])[F:31])[CH:26]=1.O1C=CC=C1C1N(C2C=C(C#N)SC=2)N=C(C(F)(F)F)C=1.O.NN. The catalyst is CN(C=O)C. The product is [O:20]1[CH:24]=[CH:23][CH:22]=[C:21]1[C:25]1[N:29]([C@@H:2]2[CH2:6][CH2:5][N:4]([C:7]([O:9][C:10]([CH3:13])([CH3:12])[CH3:11])=[O:8])[CH2:3]2)[N:28]=[C:27]([C:30]([F:33])([F:31])[F:32])[CH:26]=1. The yield is 0.370. (3) The reactants are [CH3:1][O:2][C:3](=[O:20])[NH:4][C:5]1[S:6][C:7]2[C:13]([C:14](=O)[CH2:15]Br)=[CH:12][CH:11]=[C:10]([O:18][CH3:19])[C:8]=2[N:9]=1.[C:21]([O:25][C:26]([NH:28][C:29]([NH2:31])=[NH:30])=[O:27])([CH3:24])([CH3:23])[CH3:22]. The catalyst is C(#N)C. The product is [CH3:1][O:2][C:3](=[O:20])[NH:4][C:5]1[S:6][C:7]2[C:13]([C:14]3[N:31]=[C:29]([NH:28][C:26]([O:25][C:21]([CH3:24])([CH3:23])[CH3:22])=[O:27])[NH:30][CH:15]=3)=[CH:12][CH:11]=[C:10]([O:18][CH3:19])[C:8]=2[N:9]=1. The yield is 0.170. (4) The reactants are [Cl:1][C:2]1[CH:10]=[CH:9][C:8]([NH:11][C:12]([CH:14]2[CH2:16][CH2:15]2)=[O:13])=[C:7]2[C:3]=1[CH2:4][N:5]([C@@H:18]([C:23]1[CH:28]=[CH:27][C:26]([O:29][CH3:30])=[C:25]([O:31][CH2:32][CH3:33])[CH:24]=1)[CH2:19][C:20](O)=[O:21])[C:6]2=[O:17].C(N1C=CN=C1)([N:36]1C=CN=C1)=O.[NH4+].[OH-].O. The catalyst is C1COCC1. The product is [C:20]([CH2:19][C@@H:18]([N:5]1[C:6](=[O:17])[C:7]2[C:3](=[C:2]([Cl:1])[CH:10]=[CH:9][C:8]=2[NH:11][C:12]([CH:14]2[CH2:16][CH2:15]2)=[O:13])[CH2:4]1)[C:23]1[CH:28]=[CH:27][C:26]([O:29][CH3:30])=[C:25]([O:31][CH2:32][CH3:33])[CH:24]=1)(=[O:21])[NH2:36]. The yield is 0.820. (5) The yield is 0.960. The catalyst is CCOC(C)=O. The reactants are N1C=CC=CC=1.[C:7]([OH:11])([CH3:10])([CH3:9])[CH3:8].[CH3:12][C:13]1[CH:21]=[CH:20][C:16]([C:17](Cl)=[O:18])=[CH:15][CH:14]=1.O. The product is [C:7]([O:11][C:17](=[O:18])[C:16]1[CH:20]=[CH:21][C:13]([CH3:12])=[CH:14][CH:15]=1)([CH3:10])([CH3:9])[CH3:8]. (6) The reactants are Cl[C:2]1[N:7]=[CH:6][C:5]([C:8]2[CH:13]=[CH:12][N:11]=[C:10]([C:14]([NH:16][C:17]3[CH:22]=[CH:21][CH:20]=[C:19]([C:23]4[N:27]([CH:28]5[CH2:30][CH2:29]5)[CH:26]=[N:25][N:24]=4)[CH:18]=3)=[O:15])[CH:9]=2)=[CH:4][CH:3]=1. The catalyst is C1(N)CC1. The product is [CH:28]1([N:27]2[CH:26]=[N:25][N:24]=[C:23]2[C:19]2[CH:18]=[C:17]([NH:16][C:14]([C:10]3[CH:9]=[C:8]([C:5]4[CH:6]=[N:7][C:2]([NH:27][CH:28]5[CH2:30][CH2:29]5)=[CH:3][CH:4]=4)[CH:13]=[CH:12][N:11]=3)=[O:15])[CH:22]=[CH:21][CH:20]=2)[CH2:30][CH2:29]1. The yield is 0.500. (7) The reactants are [NH:1]1[CH2:8][CH2:7]C[C@H:2]1[C:3](O)=[O:4].I[C:10]1[CH:15]=[CH:14][CH:13]=[CH:12][CH:11]=1.N1CCOCC1. The catalyst is [Cu]I.CS(C)=O. The product is [C:10]1([N:1]2[CH2:2][CH2:3][O:4][CH2:7][CH2:8]2)[CH:15]=[CH:14][CH:13]=[CH:12][CH:11]=1. The yield is 0.420.